This data is from Forward reaction prediction with 1.9M reactions from USPTO patents (1976-2016). The task is: Predict the product of the given reaction. (1) Given the reactants [C:1]([O:5][C:6]([N:8]1[CH2:16][C:15]2[C:10](=[CH:11][CH:12]=[C:13]([CH:17]=C)[CH:14]=2)[CH2:9]1)=[O:7])([CH3:4])([CH3:3])[CH3:2].I([O-])(=O)(=O)=[O:20].[Na+], predict the reaction product. The product is: [C:1]([O:5][C:6]([N:8]1[CH2:16][C:15]2[C:10](=[CH:11][CH:12]=[C:13]([CH:17]=[O:20])[CH:14]=2)[CH2:9]1)=[O:7])([CH3:4])([CH3:3])[CH3:2]. (2) Given the reactants [NH:1]1[C:9]2[C:4](=[CH:5][CH:6]=[CH:7][CH:8]=2)[C:3]([CH2:10][C:11]([NH2:13])=[O:12])=[CH:2]1.CO[C:16](=[O:33])[C:17]([C:19]1[C:29]2=[C:30]3[C:25](=[CH:26][CH:27]=[CH:28]2)[CH2:24][CH2:23][C:22]([CH3:32])([CH3:31])[N:21]3[CH:20]=1)=O, predict the reaction product. The product is: [CH3:31][C:22]1([CH3:32])[CH2:23][CH2:24][C:25]2[C:30]3=[C:29]([C:19]([C:17]4[C:16](=[O:33])[NH:13][C:11](=[O:12])[C:10]=4[C:3]4[C:4]5[C:9](=[CH:8][CH:7]=[CH:6][CH:5]=5)[NH:1][CH:2]=4)=[CH:20][N:21]13)[CH:28]=[CH:27][CH:26]=2.